From a dataset of Catalyst prediction with 721,799 reactions and 888 catalyst types from USPTO. Predict which catalyst facilitates the given reaction. (1) Reactant: Cl[C:2]1[N:7]=[CH:6][C:5]([C:8]([O:10][CH2:11][CH3:12])=[O:9])=[CH:4][N:3]=1.C(=O)([O-])[O-].[Cs+].[Cs+].[C:19]1([OH:25])[CH:24]=[CH:23][CH:22]=[CH:21][CH:20]=1. Product: [O:25]([C:2]1[N:7]=[CH:6][C:5]([C:8]([O:10][CH2:11][CH3:12])=[O:9])=[CH:4][N:3]=1)[C:19]1[CH:24]=[CH:23][CH:22]=[CH:21][CH:20]=1. The catalyst class is: 9. (2) Reactant: [C:9](O[C:9]([O:11][C:12]([CH3:15])([CH3:14])[CH3:13])=[O:10])([O:11][C:12]([CH3:15])([CH3:14])[CH3:13])=[O:10].[Cl:16][C:17]1[CH:18]=[CH:19][C:20]2[CH2:21][NH:22][CH2:23][C@@H:24]([C:28]3[CH:33]=[CH:32][CH:31]=[CH:30][CH:29]=3)[O:25][C:26]=2[N:27]=1. Product: [Cl:16][C:17]1[CH:18]=[CH:19][C:20]2[CH2:21][N:22]([C:9]([O:11][C:12]([CH3:13])([CH3:14])[CH3:15])=[O:10])[CH2:23][C@@H:24]([C:28]3[CH:33]=[CH:32][CH:31]=[CH:30][CH:29]=3)[O:25][C:26]=2[N:27]=1. The catalyst class is: 2. (3) Reactant: [F:1][C:2]1[CH:7]=[CH:6][C:5]([OH:8])=[CH:4][CH:3]=1.CN(C=O)C.[H-].[Na+].[Br:16][C:17]1[CH:18]=[C:19]([N+]([O-])=O)[C:20]([C:23]#[N:24])=[N:21][CH:22]=1. Product: [Br:16][C:17]1[CH:18]=[C:19]([O:8][C:5]2[CH:6]=[CH:7][C:2]([F:1])=[CH:3][CH:4]=2)[C:20]([C:23]#[N:24])=[N:21][CH:22]=1. The catalyst class is: 6. (4) Reactant: I[C:2]1[CH:7]=[CH:6][CH:5]=[C:4]([O:8][CH2:9][CH2:10][O:11][CH3:12])[CH:3]=1.[C:13]([C:17]1[CH:21]=[C:20]([NH2:22])[NH:19][N:18]=1)([CH3:16])([CH3:15])[CH3:14].C(=O)([O-])[O-].[K+].[K+]. Product: [C:13]([C:17]1[CH:21]=[C:20]([NH2:22])[N:19]([C:2]2[CH:7]=[CH:6][CH:5]=[C:4]([O:8][CH2:9][CH2:10][O:11][CH3:12])[CH:3]=2)[N:18]=1)([CH3:16])([CH3:15])[CH3:14]. The catalyst class is: 432. (5) Reactant: [CH3:1][O:2][C:3]1[CH:4]=[C:5]2[C:10](=[CH:11][C:12]=1[O:13][CH3:14])[N:9]=[CH:8][CH:7]=[C:6]2[O:15][C:16]1[C:22]([CH3:23])=[CH:21][C:19]([NH2:20])=[C:18]([CH3:24])[CH:17]=1.C1(C)C=CC=CC=1.C(N(CC)CC)C.Cl[C:40](Cl)([O:42]C(=O)OC(Cl)(Cl)Cl)Cl.[F:51][C:52]1[CH:60]=[C:59]([F:61])[C:58]([F:62])=[CH:57][C:53]=1[CH:54]([OH:56])[CH3:55]. Product: [CH3:1][O:2][C:3]1[CH:4]=[C:5]2[C:10](=[CH:11][C:12]=1[O:13][CH3:14])[N:9]=[CH:8][CH:7]=[C:6]2[O:15][C:16]1[C:22]([CH3:23])=[CH:21][C:19]([NH:20][C:40](=[O:42])[O:56][CH:54]([C:53]2[CH:57]=[C:58]([F:62])[C:59]([F:61])=[CH:60][C:52]=2[F:51])[CH3:55])=[C:18]([CH3:24])[CH:17]=1. The catalyst class is: 2. (6) Reactant: [CH3:1][O:2][C:3]1[CH:4]=[C:5]2[C:10](=[CH:11][C:12]=1[O:13][CH3:14])[N:9]=[CH:8][N:7]=[C:6]2[O:15][C:16]1[CH:22]=[CH:21][C:19]([NH2:20])=[C:18]([CH3:23])[CH:17]=1.[F:24][C:25]1[CH:30]=[CH:29][C:28]([N:31]=[C:32]=[O:33])=[CH:27][CH:26]=1. Product: [CH3:1][O:2][C:3]1[CH:4]=[C:5]2[C:10](=[CH:11][C:12]=1[O:13][CH3:14])[N:9]=[CH:8][N:7]=[C:6]2[O:15][C:16]1[CH:22]=[CH:21][C:19]([NH:20][C:32]([NH:31][C:28]2[CH:29]=[CH:30][C:25]([F:24])=[CH:26][CH:27]=2)=[O:33])=[C:18]([CH3:23])[CH:17]=1. The catalyst class is: 22.